From a dataset of Forward reaction prediction with 1.9M reactions from USPTO patents (1976-2016). Predict the product of the given reaction. (1) Given the reactants [N+]([C:4]1[CH:11]=[CH:10][CH:9]=[C:8]([N+:12]([O-:14])=[O:13])[C:5]=1[C:6]#[N:7])([O-])=O.[C:15]1([OH:21])[CH:20]=[CH:19][CH:18]=[CH:17][CH:16]=1.C([O-])([O-])=O.[K+].[K+], predict the reaction product. The product is: [N+:12]([C:8]1[CH:9]=[CH:10][CH:11]=[C:4]([O:21][C:15]2[CH:20]=[CH:19][CH:18]=[CH:17][CH:16]=2)[C:5]=1[C:6]#[N:7])([O-:14])=[O:13]. (2) Given the reactants [C:1]1([CH2:7][CH2:8][CH2:9][CH:10]([NH:20][C:21]([CH:23]2[CH2:28][CH2:27][CH2:26][CH2:25][N:24]2[C:29]([CH:31]2[CH2:36][CH2:35][CH2:34][N:33](C(OC(C)(C)C)=O)[CH2:32]2)=[O:30])=[O:22])[CH2:11][CH2:12][CH2:13][C:14]2[CH:19]=[CH:18][CH:17]=[CH:16][CH:15]=2)[CH:6]=[CH:5][CH:4]=[CH:3][CH:2]=1.FC(F)(F)C(O)=O, predict the reaction product. The product is: [C:1]1([CH2:7][CH2:8][CH2:9][CH:10]([NH:20][C:21]([CH:23]2[CH2:28][CH2:27][CH2:26][CH2:25][N:24]2[C:29]([CH:31]2[CH2:36][CH2:35][CH2:34][NH:33][CH2:32]2)=[O:30])=[O:22])[CH2:11][CH2:12][CH2:13][C:14]2[CH:15]=[CH:16][CH:17]=[CH:18][CH:19]=2)[CH:2]=[CH:3][CH:4]=[CH:5][CH:6]=1. (3) Given the reactants [C:12]([O:11][C:9](O[C:9]([O:11][C:12]([CH3:15])([CH3:14])[CH3:13])=[O:10])=[O:10])([CH3:15])([CH3:14])[CH3:13].[CH2:16]([NH2:19])[C:17]#[CH:18].O, predict the reaction product. The product is: [C:16]([NH:19][C:9](=[O:10])[O:11][C:12]([CH3:13])([CH3:14])[CH3:15])#[C:17][CH3:18]. (4) Given the reactants [F:1][C:2]1[CH:3]=[C:4]([CH2:9][C:10]([NH:12][C@H:13]([C:15]([OH:17])=O)[CH3:14])=[O:11])[CH:5]=[C:6]([F:8])[CH:7]=1.Cl.[NH2:19][C@@H:20]([CH2:25][C:26]1[CH:35]=[CH:34][C:33]2[C:28](=[CH:29][CH:30]=[CH:31][CH:32]=2)[CH:27]=1)[C:21]([O:23][CH3:24])=[O:22], predict the reaction product. The product is: [F:8][C:6]1[CH:5]=[C:4]([CH2:9][C:10]([NH:12][C@H:13]([C:15]([NH:19][C@@H:20]([CH2:25][C:26]2[CH:35]=[CH:34][C:33]3[C:28](=[CH:29][CH:30]=[CH:31][CH:32]=3)[CH:27]=2)[C:21]([O:23][CH3:24])=[O:22])=[O:17])[CH3:14])=[O:11])[CH:3]=[C:2]([F:1])[CH:7]=1. (5) Given the reactants [CH:1]1[C:10]2[C:9]3[N:11]=[CH:12][CH:13]=[CH:14][C:8]=3[CH2:7][CH2:6][CH2:5][C:4]=2[NH:3][N:2]=1.C1C(=O)N([Br:22])C(=O)C1.C([O-])(=O)C.[Na+], predict the reaction product. The product is: [Br:22][C:1]1[C:10]2[C:9]3[N:11]=[CH:12][CH:13]=[CH:14][C:8]=3[CH2:7][CH2:6][CH2:5][C:4]=2[NH:3][N:2]=1. (6) The product is: [CH3:30][N:29]([CH3:31])[CH2:28][CH2:27][C:26]([N:43]1[CH2:42][CH2:41][CH:40]([NH:39][C:37](=[O:38])[O:36][C:32]([CH3:35])([CH3:33])[CH3:34])[CH2:45][CH2:44]1)=[O:7]. Given the reactants Cl.CN(C(C)C(O)=[O:7])C.ON1C2C=CC=CC=2N=N1.Cl.C(N=C=N[CH2:26][CH2:27][CH2:28][N:29]([CH3:31])[CH3:30])C.[C:32]([O:36][C:37]([NH:39][CH:40]1[CH2:45][CH2:44][NH:43][CH2:42][CH2:41]1)=[O:38])([CH3:35])([CH3:34])[CH3:33].[OH-].[Na+], predict the reaction product. (7) Given the reactants [Cl:1][C:2]1[CH:3]=[C:4]([C:33]2[CH:38]=[CH:37][C:36]([C:39]([N:41]3[CH2:46][CH2:45][CH:44]([C:47]([F:50])([F:49])[F:48])[CH2:43][CH2:42]3)=[O:40])=[CH:35][CH:34]=2)[CH:5]=[C:6]([Cl:32])[C:7]=1[CH2:8][C@@H:9]1[CH2:13][CH2:12][N:11]([C@H:14]2[CH2:19][CH2:18][C@H:17]([O:20][Si](C(C)C)(C(C)C)C(C)C)[CH2:16][CH2:15]2)[C:10]1=[O:31].CCCC[N+](CCCC)(CCCC)CCCC.[F-], predict the reaction product. The product is: [Cl:32][C:6]1[CH:5]=[C:4]([C:33]2[CH:38]=[CH:37][C:36]([C:39]([N:41]3[CH2:46][CH2:45][CH:44]([C:47]([F:49])([F:48])[F:50])[CH2:43][CH2:42]3)=[O:40])=[CH:35][CH:34]=2)[CH:3]=[C:2]([Cl:1])[C:7]=1[CH2:8][C@@H:9]1[CH2:13][CH2:12][N:11]([C@H:14]2[CH2:19][CH2:18][C@H:17]([OH:20])[CH2:16][CH2:15]2)[C:10]1=[O:31]. (8) Given the reactants C(O[CH2:9][CH2:10][C:11]1([CH2:16][CH:17]2[CH:26]([S:27]([C:30]3[CH:35]=[CH:34][C:33]([Cl:36])=[CH:32][CH:31]=3)(=[O:29])=[O:28])[C:25]3[C:20](=[C:21]([F:38])[CH:22]=[CH:23][C:24]=3[F:37])[O:19][CH2:18]2)[O:15][CH2:14][CH2:13][O:12]1)C1C=CC=CC=1.[H][H].CS(Cl)(=O)=O.CCN(CC)CC, predict the reaction product. The product is: [Cl:36][C:33]1[CH:34]=[CH:35][C:30]([S:27]([C@@:26]23[CH2:9][CH2:10][C:11]4([O:15][CH2:14][CH2:13][O:12]4)[CH2:16][C@H:17]2[CH2:18][O:19][C:20]2[C:21]([F:38])=[CH:22][CH:23]=[C:24]([F:37])[C:25]3=2)(=[O:29])=[O:28])=[CH:31][CH:32]=1. (9) Given the reactants [H-].[Na+].[Cl:3][C:4]1[CH:5]=[C:6]([N:10]2[CH2:14][CH2:13][C:12](=[O:15])[NH:11]2)[CH:7]=[CH:8][CH:9]=1.Br[CH2:17][C:18]1[C:27]2[C:22](=[C:23]([F:28])[CH:24]=[CH:25][CH:26]=2)[NH:21][C:20](=[O:29])[CH:19]=1.O, predict the reaction product. The product is: [Cl:3][C:4]1[CH:5]=[C:6]([N:10]2[CH:14]=[CH:13][C:12](=[O:15])[N:11]2[CH2:17][C:18]2[C:27]3[C:22](=[C:23]([F:28])[CH:24]=[CH:25][CH:26]=3)[NH:21][C:20](=[O:29])[CH:19]=2)[CH:7]=[CH:8][CH:9]=1.